The task is: Predict which catalyst facilitates the given reaction.. This data is from Catalyst prediction with 721,799 reactions and 888 catalyst types from USPTO. (1) Reactant: [Br:1][C:2]1[CH:3]=[CH:4][C:5]([N+:10]([O-])=O)=[C:6]([CH:9]=1)[NH:7][CH3:8]. Product: [Br:1][C:2]1[CH:9]=[C:6]([NH:7][CH3:8])[C:5]([NH2:10])=[CH:4][CH:3]=1. The catalyst class is: 183. (2) Reactant: [CH2:1]([O:3][C:4](=[O:28])[C:5]([O:8][C:9]1[CH:14]=[CH:13][C:12]([Br:15])=[CH:11][C:10]=1/[CH:16]=[C:17]1\[C:18](=[O:27])[NH:19][C:20]2[C:25]\1=[CH:24][CH:23]=[C:22]([Cl:26])[CH:21]=2)([CH3:7])[CH3:6])[CH3:2].[C:29]([O:33][C:34](O[C:34]([O:33][C:29]([CH3:32])([CH3:31])[CH3:30])=[O:35])=[O:35])([CH3:32])([CH3:31])[CH3:30]. Product: [C:29]([O:33][C:34]([N:19]1[C:20]2[C:25](=[CH:24][CH:23]=[C:22]([Cl:26])[CH:21]=2)[C:17](=[CH:16][C:10]2[CH:11]=[C:12]([Br:15])[CH:13]=[CH:14][C:9]=2[O:8][C:5]([C:4]([O:3][CH2:1][CH3:2])=[O:28])([CH3:7])[CH3:6])[C:18]1=[O:27])=[O:35])([CH3:32])([CH3:31])[CH3:30]. The catalyst class is: 112. (3) Reactant: [CH:1]([N:14]1[C:21](=[O:22])[CH:20]2[N:23]([CH:26]([C:33]3[CH:38]=[CH:37][CH:36]=[CH:35][CH:34]=3)[C:27]3[CH:32]=[CH:31][CH:30]=[CH:29][CH:28]=3)[C:24](=[O:25])[CH:15]1[S:16]SS[S:19]2)([C:8]1[CH:13]=[CH:12][CH:11]=[CH:10][CH:9]=1)[C:2]1[CH:7]=[CH:6][CH:5]=[CH:4][CH:3]=1.[BH4-].[Na+]. Product: [SH:16][CH:15]1[N:14]([CH:1]([C:8]2[CH:13]=[CH:12][CH:11]=[CH:10][CH:9]=2)[C:2]2[CH:3]=[CH:4][CH:5]=[CH:6][CH:7]=2)[C:21](=[O:22])[CH:20]([SH:19])[N:23]([CH:26]([C:27]2[CH:28]=[CH:29][CH:30]=[CH:31][CH:32]=2)[C:33]2[CH:38]=[CH:37][CH:36]=[CH:35][CH:34]=2)[C:24]1=[O:25]. The catalyst class is: 5.